Dataset: Forward reaction prediction with 1.9M reactions from USPTO patents (1976-2016). Task: Predict the product of the given reaction. (1) The product is: [C:1]([C:3]1[CH:4]=[C:5]2[C:10](=[CH:11][CH:12]=1)[NH:9][CH:8]([C:13]([F:15])([F:16])[F:14])[C:7]([C:17]([OH:19])=[O:18])=[CH:6]2)#[N:2]. Given the reactants [C:1]([C:3]1[CH:4]=[C:5]2[C:10](=[CH:11][CH:12]=1)[NH:9][CH:8]([C:13]([F:16])([F:15])[F:14])[C:7]([C:17]([O:19]CC)=[O:18])=[CH:6]2)#[N:2].[OH-].[Li+].Cl.C(OCC)C, predict the reaction product. (2) Given the reactants [NH:1]1[CH2:11][CH2:10][CH:4]([C:5]([O:7][CH2:8][CH3:9])=[O:6])[CH2:3][CH2:2]1.C=O.[CH:14](O)=O.Cl, predict the reaction product. The product is: [CH3:14][N:1]1[CH2:2][CH2:3][CH:4]([C:5]([O:7][CH2:8][CH3:9])=[O:6])[CH2:10][CH2:11]1. (3) Given the reactants [CH:1]1N=C[N:3]([C:6]([N:8]2C=N[CH:10]=[CH:9]2)=[O:7])[CH:2]=1.[CH3:13][C:14]1[CH:19]=CC(N)=[CH:16][C:15]=1[B:21]1[O:25][C:24]([CH3:27])([CH3:26])[C:23]([CH3:29])([CH3:28])[O:22]1.[CH:30]1(N)CC1, predict the reaction product. The product is: [CH:9]1([NH:8][C:6]([NH:3][C:2]2[CH:1]=[CH:13][C:14]([CH3:19])=[C:15]([B:21]3[O:22][C:23]([CH3:29])([CH3:28])[C:24]([CH3:26])([CH3:27])[O:25]3)[CH:16]=2)=[O:7])[CH2:10][CH2:30]1. (4) Given the reactants [OH:1][C:2]1[CH:3]=[C:4]([CH:8]=[C:9]([OH:12])[C:10]=1[CH3:11])[C:5]([OH:7])=[O:6].[C:13]1([OH:24])[C:22]2[C:17](=[CH:18][CH:19]=[CH:20][CH:21]=2)[C:16](O)=[CH:15][CH:14]=1, predict the reaction product. The product is: [OH:1][C:2]1[CH:3]=[C:4]([CH:8]=[C:9]([OH:12])[C:10]=1[CH3:11])[C:5]([O:7][C:16]1[C:17]2[CH2:18][CH2:19][CH2:20][CH2:21][C:22]=2[C:13]([O:24][C:5](=[O:6])[C:4]2[CH:8]=[C:9]([OH:12])[C:10]([CH3:11])=[C:2]([OH:1])[CH:3]=2)=[CH:14][CH:15]=1)=[O:6]. (5) Given the reactants [CH3:1][C@H:2]1[NH:7][C@@H:6]([CH3:8])[CH2:5][N:4]([C:9]([O:11][CH2:12][C:13]2[CH:18]=[CH:17][CH:16]=[CH:15][CH:14]=2)=[O:10])[CH2:3]1.C(=O)([O-])[O-].[K+].[K+].Br[CH2:26][CH2:27][O:28][Si:29]([C:32]([CH3:35])([CH3:34])[CH3:33])([CH3:31])[CH3:30], predict the reaction product. The product is: [Si:29]([O:28][CH2:27][CH2:26][N:7]1[C@@H:2]([CH3:1])[CH2:3][N:4]([C:9]([O:11][CH2:12][C:13]2[CH:18]=[CH:17][CH:16]=[CH:15][CH:14]=2)=[O:10])[CH2:5][C@H:6]1[CH3:8])([C:32]([CH3:35])([CH3:34])[CH3:33])([CH3:31])[CH3:30]. (6) The product is: [C:27]([C:20]1[CH:21]=[C:22]([CH2:25][CH3:26])[CH:23]=[CH:24][C:19]=1[O:18][CH:15]([CH2:16][CH3:17])[CH2:14][CH2:13][O:12][C:9]1[CH:10]=[CH:11][C:6]([CH2:5][CH2:4][C:3]([OH:36])=[O:2])=[C:7]([CH3:35])[CH:8]=1)(=[O:34])[C:28]1[CH:29]=[CH:30][CH:31]=[CH:32][CH:33]=1. Given the reactants C[O:2][C:3](=[O:36])[CH2:4][CH2:5][C:6]1[CH:11]=[CH:10][C:9]([O:12][CH2:13][CH2:14][CH:15]([O:18][C:19]2[CH:24]=[CH:23][C:22]([CH2:25][CH3:26])=[CH:21][C:20]=2[C:27](=[O:34])[C:28]2[CH:33]=[CH:32][CH:31]=[CH:30][CH:29]=2)[CH2:16][CH3:17])=[CH:8][C:7]=1[CH3:35].[OH-].[Na+], predict the reaction product. (7) Given the reactants [H-].[Na+].Cl.[NH2:4][C:5]([NH2:7])=[NH:6].[Cl:8][C:9]1[C:18]2[C:13](=[CH:14][CH:15]=[C:16]([S:19]([N:22]3[CH2:26][CH2:25][CH2:24][C@@H:23]3[CH2:27][OH:28])(=[O:21])=[O:20])[CH:17]=2)[C:12]([Cl:29])=[CH:11][N:10]=1.O, predict the reaction product. The product is: [ClH:8].[Cl:29][C:12]1[C:13]2[C:18](=[CH:17][C:16]([S:19]([N:22]3[CH2:26][CH2:25][CH2:24][C@@H:23]3[CH2:27][OH:28])(=[O:20])=[O:21])=[CH:15][CH:14]=2)[C:9]([NH:6][C:5]([NH2:7])=[NH:4])=[N:10][CH:11]=1. (8) Given the reactants [Si:1]([O:8][CH2:9][C@@H:10]1[O:14][C:13](=[O:15])[N:12]([C:16]2[CH:21]=[CH:20][C:19](I)=[CH:18][CH:17]=2)[CH2:11]1)([C:4]([CH3:7])([CH3:6])[CH3:5])([CH3:3])[CH3:2].[F:23][C:24]1[CH:25]=[C:26]([N:34]2[CH2:38][C@H:37]([CH2:39][N:40]3[CH:44]=[C:43]([CH3:45])[N:42]=[N:41]3)[O:36][C:35]2=[O:46])[CH:27]=[CH:28][C:29]=1[Sn](C)(C)C, predict the reaction product. The product is: [Si:1]([O:8][CH2:9][C@@H:10]1[O:14][C:13](=[O:15])[N:12]([C:16]2[CH:21]=[CH:20][C:19]([C:29]3[CH:28]=[CH:27][C:26]([N:34]4[CH2:38][C@H:37]([CH2:39][N:40]5[CH:44]=[C:43]([CH3:45])[N:42]=[N:41]5)[O:36][C:35]4=[O:46])=[CH:25][C:24]=3[F:23])=[CH:18][CH:17]=2)[CH2:11]1)([C:4]([CH3:7])([CH3:6])[CH3:5])([CH3:3])[CH3:2].